From a dataset of Full USPTO retrosynthesis dataset with 1.9M reactions from patents (1976-2016). Predict the reactants needed to synthesize the given product. (1) The reactants are: [C:1]([OH:8])(=[O:7])[CH2:2][CH2:3][C:4]([OH:6])=[O:5].C([OH:11])C. Given the product [C:1]([OH:8])(=[O:7])[CH:2]([CH2:3][C:4]([OH:6])=[O:5])[OH:11], predict the reactants needed to synthesize it. (2) Given the product [C:30]([C:29]1[S:18][C:5]2[C:6]3[S:14][C:13]4[C:12]5[S:15][CH:16]=[CH:17][C:11]=5[S:10][C:9]=4[C:7]=3[S:8][C:4]=2[C:3]=1[CH2:19][CH2:20][CH2:21][CH2:22][CH2:23][CH2:24][CH2:25][CH2:26][CH2:27][CH3:28])#[C:31][CH2:32][CH2:33][CH2:34][CH2:35][CH2:36][CH2:37][CH2:38][CH3:39], predict the reactants needed to synthesize it. The reactants are: BrC1[S:18][C:5]2[C:6]3[S:14][C:13]4[C:12]5[S:15][CH:16]=[CH:17][C:11]=5[S:10][C:9]=4[C:7]=3[S:8][C:4]=2[C:3]=1[CH2:19][CH2:20][CH2:21][CH2:22][CH2:23][CH2:24][CH2:25][CH2:26][CH2:27][CH3:28].[CH:29]#[C:30][CH2:31][CH2:32][CH2:33][CH2:34][CH2:35][CH2:36][CH2:37][CH3:38].[CH2:39](N(CC)CC)C.